This data is from Peptide-MHC class II binding affinity with 134,281 pairs from IEDB. The task is: Regression. Given a peptide amino acid sequence and an MHC pseudo amino acid sequence, predict their binding affinity value. This is MHC class II binding data. (1) The peptide sequence is GQIGNDPNRDIL. The MHC is DRB1_1501 with pseudo-sequence DRB1_1501. The binding affinity (normalized) is 0.182. (2) The peptide sequence is DVKFPMGGQIVGGVY. The MHC is HLA-DQA10501-DQB10301 with pseudo-sequence HLA-DQA10501-DQB10301. The binding affinity (normalized) is 0.650. (3) The MHC is DRB5_0101 with pseudo-sequence DRB5_0101. The binding affinity (normalized) is 0.146. The peptide sequence is DKGPGFVVTGRVYCD. (4) The peptide sequence is YVENGLISRVLDGLV. The MHC is DRB1_1101 with pseudo-sequence DRB1_1101. The binding affinity (normalized) is 0.587. (5) The peptide sequence is LRIKSYEDAKSPLTA. The MHC is DRB1_1101 with pseudo-sequence DRB1_1101. The binding affinity (normalized) is 0.410. (6) The peptide sequence is NKFVSPKSVIGTFVA. The MHC is DRB1_1302 with pseudo-sequence DRB1_1302. The binding affinity (normalized) is 0.407.